From a dataset of Forward reaction prediction with 1.9M reactions from USPTO patents (1976-2016). Predict the product of the given reaction. (1) Given the reactants [Cl:1][C:2]1[CH:3]=[C:4]([CH:8]=[C:9]([OH:11])[CH:10]=1)[C:5]([OH:7])=O.Cl.[NH2:13][CH2:14][C:15]1[CH:22]=[CH:21][C:18]([C:19]#[N:20])=[CH:17][C:16]=1[OH:23], predict the reaction product. The product is: [Cl:1][C:2]1[CH:3]=[C:4]([CH:8]=[C:9]([OH:11])[CH:10]=1)[C:5]([NH:13][CH2:14][C:15]1[CH:22]=[CH:21][C:18]([C:19]#[N:20])=[CH:17][C:16]=1[OH:23])=[O:7]. (2) Given the reactants S(Cl)(Cl)=O.[F:5][C:6]1[CH:7]=[CH:8][C:9]([C:12]([OH:14])=[O:13])=[N:10][CH:11]=1.[CH3:15]O, predict the reaction product. The product is: [CH3:15][O:13][C:12]([C:9]1[CH:8]=[CH:7][C:6]([F:5])=[CH:11][N:10]=1)=[O:14].